Dataset: Catalyst prediction with 721,799 reactions and 888 catalyst types from USPTO. Task: Predict which catalyst facilitates the given reaction. (1) Reactant: [N:1]1[C:9]2[C:4](=[N:5][CH:6]=[CH:7][CH:8]=2)[S:3][C:2]=1[SH:10].[C:11](=O)([O-])[O-].[K+].[K+].IC. Product: [CH3:11][S:10][C:2]1[S:3][C:4]2[C:9]([N:1]=1)=[CH:8][CH:7]=[CH:6][N:5]=2. The catalyst class is: 56. (2) Reactant: I[C:2]1[CH:7]=[CH:6][C:5]([C:8]2[CH:13]=[CH:12][CH:11]=[CH:10][C:9]=2[N+:14]([O-:16])=[O:15])=[CH:4][CH:3]=1.[CH3:17][N:18]1[C:22]2[CH:23]=[CH:24][CH:25]=[CH:26][C:21]=2[N:20]=[CH:19]1.C(Cl)Cl.C1C=CC(P(C2C=CC=CC=2)C2C=CC=CC=2)=CC=1. Product: [CH3:17][N:18]1[C:22]2[CH:23]=[CH:24][CH:25]=[CH:26][C:21]=2[N:20]=[C:19]1[C:2]1[CH:7]=[CH:6][C:5]([C:8]2[CH:13]=[CH:12][CH:11]=[CH:10][C:9]=2[N+:14]([O-:16])=[O:15])=[CH:4][CH:3]=1. The catalyst class is: 140.